The task is: Regression. Given a peptide amino acid sequence and an MHC pseudo amino acid sequence, predict their binding affinity value. This is MHC class I binding data.. This data is from Peptide-MHC class I binding affinity with 185,985 pairs from IEDB/IMGT. (1) The peptide sequence is HRQGWARAM. The MHC is HLA-B27:05 with pseudo-sequence HLA-B27:05. The binding affinity (normalized) is 0.851. (2) The peptide sequence is YLHPKDKYL. The MHC is HLA-A02:11 with pseudo-sequence HLA-A02:11. The binding affinity (normalized) is 0.655. (3) The MHC is HLA-B45:01 with pseudo-sequence HLA-B45:01. The binding affinity (normalized) is 0.248. The peptide sequence is KDNSIRLSA.